Task: Predict the product of the given reaction.. Dataset: Forward reaction prediction with 1.9M reactions from USPTO patents (1976-2016) (1) Given the reactants NC([C:10]1[CH:19]=[CH:18][C:17]2[C:12](=[CH:13][CH:14]=[C:15]([O:24][C@H:25]3[CH2:30][CH2:29][C@H:28]([C:31]([CH3:34])(C)C)CC3)[C:16]=2C(F)(F)F)[N:11]=1)(C)COP(=O)(O)O.[CH2:35](O)CCCCCC.C1(P(C2C=CC=CC=2)C2C=CC=CC=2)C=CC=CC=1.N(C(OC(C)C)=O)=NC(OC(C)C)=O, predict the reaction product. The product is: [CH2:25]([O:24][C:15]1[CH:16]=[C:17]2[C:12](=[CH:13][CH:14]=1)[N:11]=[CH:10][CH:19]=[CH:18]2)[CH2:30][CH2:29][CH2:28][CH2:31][CH2:34][CH3:35]. (2) Given the reactants [CH:1]1[C:13]2[CH:12]([CH2:14][O:15][C:16](=[O:53])[NH:17][C@H:18]3[CH2:22][C@@H:21]([C:23](=[O:35])[NH:24][C@H:25]4[C:34]5[C:29](=[CH:30][CH:31]=[CH:32][CH:33]=5)[CH2:28][CH2:27][CH2:26]4)[N:20]([C:36](=[O:52])[C@@H:37]([NH:44]C(OC(C)(C)C)=O)[CH:38]4[CH2:43][CH2:42][CH2:41][CH2:40][CH2:39]4)[CH2:19]3)[C:11]3[C:6](=[CH:7][CH:8]=[CH:9][CH:10]=3)[C:5]=2[CH:4]=[CH:3][CH:2]=1.[ClH:54], predict the reaction product. The product is: [ClH:54].[CH:1]1[C:13]2[CH:12]([CH2:14][O:15][C:16](=[O:53])[NH:17][C@H:18]3[CH2:22][C@@H:21]([C:23](=[O:35])[NH:24][C@H:25]4[C:34]5[C:29](=[CH:30][CH:31]=[CH:32][CH:33]=5)[CH2:28][CH2:27][CH2:26]4)[N:20]([C:36](=[O:52])[C@@H:37]([NH2:44])[CH:38]4[CH2:43][CH2:42][CH2:41][CH2:40][CH2:39]4)[CH2:19]3)[C:11]3[C:6](=[CH:7][CH:8]=[CH:9][CH:10]=3)[C:5]=2[CH:4]=[CH:3][CH:2]=1. (3) Given the reactants [F:1][C:2]([F:30])([F:29])/[C:3](/[C:18]1[CH:23]=[CH:22][C:21]([N:24]2[CH:28]=[CH:27][CH:26]=[N:25]2)=[CH:20][CH:19]=1)=[CH:4]\[C:5]1[NH:6][CH:7]=[C:8]([CH2:10][C:11]2([C:14]([F:17])([F:16])[F:15])[CH2:13][CH2:12]2)[N:9]=1.[H][H], predict the reaction product. The product is: [F:30][C:2]([F:1])([F:29])[CH:3]([C:18]1[CH:19]=[CH:20][C:21]([N:24]2[CH:28]=[CH:27][CH:26]=[N:25]2)=[CH:22][CH:23]=1)[CH2:4][C:5]1[NH:6][CH:7]=[C:8]([CH2:10][C:11]2([C:14]([F:15])([F:16])[F:17])[CH2:12][CH2:13]2)[N:9]=1. (4) Given the reactants C(O[C:6](=[O:18])[CH2:7][C:8]([CH2:12][O:13]C(C)(C)C)([OH:11])[CH2:9][F:10])(C)(C)C, predict the reaction product. The product is: [F:10][CH2:9][C:8]1([OH:11])[CH2:12][O:13][C:6](=[O:18])[CH2:7]1. (5) Given the reactants [C:1]([NH-:5])([CH3:4])([CH3:3])[CH3:2].[Li+:6].C1COCC1.C1(C)C=CC=CC=1.[CH3:19][C:20]1[C:25]([CH3:26])=[C:24]([CH3:27])[C:22](=[CH2:23])[C:21]=1[CH3:28], predict the reaction product. The product is: [C:1]([NH:5][CH2:23][C:22]1([Li:6])[C:24]([CH3:27])=[C:25]([CH3:26])[C:20]([CH3:19])=[C:21]1[CH3:28])([CH3:4])([CH3:3])[CH3:2].